Dataset: Reaction yield outcomes from USPTO patents with 853,638 reactions. Task: Predict the reaction yield, written as a fraction of the theoretical maximum amount of product (1.0 means a 100% yield; for example, 0.34 means a 34% yield). (1) The catalyst is O1CCCC1.C1(C)C=CC=CC=1. The reactants are [Cl:1][C:2]1[C:3]([O:12][C:13]2[CH:18]=[C:17]([O:19][CH:20]([CH2:25][O:26][CH2:27][CH3:28])[CH2:21][O:22][CH2:23][CH3:24])[CH:16]=[CH:15][C:14]=2/[CH:29]=[CH:30]/[C:31](OCC)=[O:32])=[N:4][CH:5]=[C:6]([C:8]([F:11])([F:10])[F:9])[CH:7]=1.[H-].C([Al+]CC(C)C)C(C)C.O.O.O.O.O.O.O.O.O.O.S([O-])([O-])(=O)=O.[Na+].[Na+]. The product is [Cl:1][C:2]1[C:3]([O:12][C:13]2[CH:18]=[C:17]([O:19][CH:20]([CH2:25][O:26][CH2:27][CH3:28])[CH2:21][O:22][CH2:23][CH3:24])[CH:16]=[CH:15][C:14]=2/[CH:29]=[CH:30]/[CH2:31][OH:32])=[N:4][CH:5]=[C:6]([C:8]([F:9])([F:11])[F:10])[CH:7]=1. The yield is 0.0400. (2) The reactants are FC(F)(F)S(O[C:7]1[CH:12]=[C:11]([CH3:13])[N:10]=[C:9]([N:14]2[CH2:21][CH:20]3[CH:16]([CH2:17][N:18]([C:22](=[O:35])[C:23]4[C:28]([N:29]5[N:33]=[CH:32][CH:31]=[N:30]5)=[CH:27][CH:26]=[CH:25][C:24]=4[F:34])[CH2:19]3)[CH2:15]2)[N:8]=1)(=O)=O.[NH:38]1[CH2:43][CH2:42][O:41][CH2:40][CH2:39]1. No catalyst specified. The product is [NH3:8].[F:34][C:24]1[CH:25]=[CH:26][CH:27]=[C:28]([N:29]2[N:33]=[CH:32][CH:31]=[N:30]2)[C:23]=1[C:22]([N:18]1[CH2:17][CH:16]2[CH:20]([CH2:21][N:14]([C:9]3[N:10]=[C:11]([CH3:13])[CH:12]=[C:7]([N:38]4[CH2:43][CH2:42][O:41][CH2:40][CH2:39]4)[N:8]=3)[CH2:15]2)[CH2:19]1)=[O:35]. The yield is 0.0800. (3) The reactants are [F:1][C:2]1[C:3]([C:15]#N)=[N:4][CH:5]=[CH:6][C:7]=1[C:8]1[C:9]([OH:14])=[N:10][CH:11]=[N:12][CH:13]=1.[F:17][C:18]1[CH:23]=[CH:22][C:21]([Mg]Br)=[CH:20][CH:19]=1.Cl.[OH-:27].[Na+]. The catalyst is O1CCCC1.C(Cl)Cl.O. The product is [F:1][C:2]1[C:3]([C:15]([C:21]2[CH:22]=[CH:23][C:18]([F:17])=[CH:19][CH:20]=2)=[O:27])=[N:4][CH:5]=[CH:6][C:7]=1[C:8]1[C:9]([OH:14])=[N:10][CH:11]=[N:12][CH:13]=1. The yield is 0.735. (4) The reactants are Br[C:2]1[CH:3]=[C:4]([NH:10][C:11]2[CH:16]=[CH:15][C:14]([CH:17]3[CH2:22][CH2:21][N:20]([CH3:23])[CH2:19][CH2:18]3)=[CH:13][N:12]=2)[C:5](=[O:9])[N:6]([CH3:8])[CH:7]=1.[C:24]([O:27][CH2:28][C:29]1[C:34](B2OC(C)(C)C(C)(C)O2)=[CH:33][CH:32]=[CH:31][C:30]=1[N:44]1[CH2:49][CH2:48][C:47]2[C:50]3[CH2:56][CH2:55][CH2:54][CH2:53][C:51]=3[S:52][C:46]=2[C:45]1=[O:57])(=[O:26])[CH3:25].CC([O-])=O.[Na+]. The product is [C:24]([O:27][CH2:28][C:29]1[C:30]([N:44]2[C:45](=[O:57])[C:46]3[S:52][C:51]4[CH2:53][CH2:54][CH2:55][CH2:56][C:50]=4[C:47]=3[CH2:48][CH2:49]2)=[CH:31][CH:32]=[CH:33][C:34]=1[C:2]1[CH:3]=[C:4]([NH:10][C:11]2[CH:16]=[CH:15][C:14]([CH:17]3[CH2:22][CH2:21][N:20]([CH3:23])[CH2:19][CH2:18]3)=[CH:13][N:12]=2)[C:5](=[O:9])[N:6]([CH3:8])[CH:7]=1)(=[O:26])[CH3:25]. The catalyst is CC#N.C1C=CC(P(C2C=CC=CC=2)[C-]2C=CC=C2)=CC=1.C1C=CC(P(C2C=CC=CC=2)[C-]2C=CC=C2)=CC=1.Cl[Pd]Cl.[Fe+2]. The yield is 0.430.